Task: Predict the reaction yield, written as a fraction of the theoretical maximum amount of product (1.0 means a 100% yield; for example, 0.34 means a 34% yield).. Dataset: Reaction yield outcomes from USPTO patents with 853,638 reactions (1) The reactants are [Cl:1][C:2]1[CH:3]=[C:4]([CH:17]=[CH:18][C:19]=1[O:20][CH2:21][C:22]1[CH:27]=[CH:26][CH:25]=[CH:24][N:23]=1)[NH:5][C:6]1[C:15]2[C:10](=[CH:11][CH:12]=[CH:13][C:14]=2[OH:16])[N:9]=[CH:8][N:7]=1.Br[CH2:29][CH2:30][Cl:31]. The yield is 0.480. No catalyst specified. The product is [Cl:1][C:2]1[CH:3]=[C:4]([CH:17]=[CH:18][C:19]=1[O:20][CH2:21][C:22]1[CH:27]=[CH:26][CH:25]=[CH:24][N:23]=1)[NH:5][C:6]1[C:15]2[C:10](=[CH:11][CH:12]=[CH:13][C:14]=2[O:16][CH2:29][CH2:30][Cl:31])[N:9]=[CH:8][N:7]=1. (2) The reactants are [Cl:1][S:2]([OH:5])(=O)=[O:3].[CH3:6][C:7]1[O:8][C:9]2[CH:15]=[CH:14][CH:13]=[CH:12][C:10]=2[N:11]=1. No catalyst specified. The product is [CH3:6][C:7]1[O:8][C:9]2[CH:15]=[C:14]([S:2]([Cl:1])(=[O:5])=[O:3])[CH:13]=[CH:12][C:10]=2[N:11]=1. The yield is 0.590. (3) The reactants are [OH:1][C:2]1[CH:14]=[CH:13][C:5]2[N:6]=[C:7]([C:9]([O:11]C)=[O:10])[O:8][C:4]=2[CH:3]=1.[OH-].[Na+].Cl. No catalyst specified. The product is [OH:1][C:2]1[CH:14]=[CH:13][C:5]2[N:6]=[C:7]([C:9]([OH:11])=[O:10])[O:8][C:4]=2[CH:3]=1. The yield is 0.880. (4) The reactants are [NH:1]1[CH:5]=[N:4][CH:3]=[N:2]1.P(Cl)(Cl)(Cl)=O.[C:11]([NH:14][C:15]1[NH:16][C:17](=O)[C:18]2[N:24]=[C:23]([C:25]3[CH:30]=[CH:29][C:28]([O:31][CH3:32])=[C:27]([O:33][CH3:34])[CH:26]=3)[CH:22]=[CH:21][C:19]=2[N:20]=1)(=[O:13])[CH3:12].C(N(CC)CC)C. The catalyst is C(#N)C. The product is [C:11]([NH:14][C:15]1[N:16]=[C:17]([C:5]2[N:4]=[CH:3][NH:2][N:1]=2)[C:18]2[N:24]=[C:23]([C:25]3[CH:30]=[CH:29][C:28]([O:31][CH3:32])=[C:27]([O:33][CH3:34])[CH:26]=3)[CH:22]=[CH:21][C:19]=2[N:20]=1)(=[O:13])[CH3:12]. The yield is 0.900. (5) The reactants are [N:1]1([C:10](=[N:28][C:29]2[CH:34]=[CH:33][CH:32]=[CH:31][CH:30]=2)[C:11]2[C:16](=[O:17])[CH:15]=[CH:14][N:13]([C:18]3[CH:23]=[CH:22][CH:21]=[C:20]([C:24]([F:27])([F:26])[F:25])[CH:19]=3)[N:12]=2)C2C=CC=CC=2[N:3]=[N:2]1.[N-]=[N+]=[N-].[Na+].FC(F)(F)C(O)=O. The catalyst is [Br-].C([N+](CCCC)(CCCC)CCCC)CCC.C(Cl)Cl.O. The product is [C:29]1([N:28]2[C:10]([C:11]3[C:16](=[O:17])[CH:15]=[CH:14][N:13]([C:18]4[CH:23]=[CH:22][CH:21]=[C:20]([C:24]([F:27])([F:26])[F:25])[CH:19]=4)[N:12]=3)=[N:1][N:2]=[N:3]2)[CH:34]=[CH:33][CH:32]=[CH:31][CH:30]=1. The yield is 0.560. (6) The reactants are [NH2:1][C:2]1[CH:10]=[C:9]([O:11][CH3:12])[CH:8]=[C:7]([O:13][CH3:14])[C:3]=1[C:4]([NH2:6])=[O:5].[C:15]([C:19]1[CH:20]=[C:21]([CH:24]=[C:25]([C:28]([CH3:31])([CH3:30])[CH3:29])[C:26]=1[OH:27])[CH:22]=O)([CH3:18])([CH3:17])[CH3:16].COC1C=C(OC)C=C2C=1C(=O)NC(C1C=CC=CN=1)=N2. No catalyst specified. The product is [C:28]([C:25]1[CH:24]=[C:21]([C:22]2[NH:6][C:4](=[O:5])[C:3]3[C:2](=[CH:10][C:9]([O:11][CH3:12])=[CH:8][C:7]=3[O:13][CH3:14])[N:1]=2)[CH:20]=[C:19]([C:15]([CH3:18])([CH3:17])[CH3:16])[C:26]=1[OH:27])([CH3:31])([CH3:30])[CH3:29]. The yield is 0.410. (7) The reactants are Cl[C:2]1[N:6]([CH3:7])[C:5]2[CH:8]=[CH:9][CH:10]=[CH:11][C:4]=2[N:3]=1.[CH:12]1([C:16]#[N:17])[CH2:15][CH2:14][CH2:13]1.C[Si](C)(C)[N-][Si](C)(C)C.[K+].Cl. The catalyst is C1(C)C=CC=CC=1. The product is [CH3:7][N:6]1[C:5]2[CH:8]=[CH:9][CH:10]=[CH:11][C:4]=2[N:3]=[C:2]1[C:12]1([C:16]#[N:17])[CH2:15][CH2:14][CH2:13]1. The yield is 0.411. (8) The reactants are C(OC(=O)[NH:7][CH2:8][C:9](=[O:23])[NH:10][CH2:11][C:12]1[CH:17]=[C:16]([C:18]([F:21])([F:20])[F:19])[CH:15]=[C:14]([F:22])[CH:13]=1)(C)(C)C.[C:25]([OH:31])([C:27]([F:30])([F:29])[F:28])=[O:26]. The catalyst is C(Cl)Cl. The product is [F:28][C:27]([F:30])([F:29])[C:25]([OH:31])=[O:26].[NH2:7][CH2:8][C:9]([NH:10][CH2:11][C:12]1[CH:17]=[C:16]([C:18]([F:19])([F:20])[F:21])[CH:15]=[C:14]([F:22])[CH:13]=1)=[O:23]. The yield is 0.990. (9) The catalyst is [Pd]. The product is [C:5]1([CH2:2][CH2:1][CH2:3][NH:4][C:12]([C:11]2([CH:8]([CH3:9])[CH3:7])[CH2:6][CH2:5][CH2:2][CH2:1][CH2:3]2)=[O:13])[CH:6]=[CH:7][CH:8]=[CH:9][CH:10]=1. The yield is 1.00. The reactants are [CH2:1]1[C@@H:3]([NH2:4])[C@@H:2]1[C:5]1[CH:10]=[CH:9][CH:8]=[CH:7][CH:6]=1.[CH3:11][CH2:12][OH:13].